From a dataset of Catalyst prediction with 721,799 reactions and 888 catalyst types from USPTO. Predict which catalyst facilitates the given reaction. (1) Reactant: [CH3:1][O:2][C:3]1[CH:9]=[CH:8][C:6]([NH2:7])=[C:5]([N+:10]([O-:12])=[O:11])[CH:4]=1.[CH:13]1([CH3:25])[CH2:18][CH2:17][CH:16]([CH:19]([CH3:21])[CH3:20])[CH:15]([C:22](Cl)=[O:23])[CH2:14]1.C(Cl)Cl.Cl. The catalyst class is: 17. Product: [CH3:1][O:2][C:3]1[CH:9]=[CH:8][C:6]([NH:7][C:22]([CH:15]2[CH2:14][CH:13]([CH3:25])[CH2:18][CH2:17][CH:16]2[CH:19]([CH3:21])[CH3:20])=[O:23])=[C:5]([N+:10]([O-:12])=[O:11])[CH:4]=1. (2) Reactant: [CH2:1]1[C:9]2[C:4](=[CH:5][CH:6]=[CH:7][CH:8]=2)[CH2:3][CH:2]1[C@H:10]1[NH:15][C:14](=[O:16])[C@@H:13]([CH:17]([CH2:20][CH3:21])[CH2:18][CH3:19])[N:12]([CH2:22][C:23]2[CH:28]=[CH:27][CH:26]=[CH:25][C:24]=2[S:29]([CH:32]2[CH2:37][CH2:36][N:35](C(OC(C)(C)C)=O)[CH2:34][CH2:33]2)(=[O:31])=[O:30])[C:11]1=[O:45].[ClH:46]. Product: [ClH:46].[CH2:1]1[C:9]2[C:4](=[CH:5][CH:6]=[CH:7][CH:8]=2)[CH2:3][CH:2]1[C@H:10]1[NH:15][C:14](=[O:16])[C@@H:13]([CH:17]([CH2:20][CH3:21])[CH2:18][CH3:19])[N:12]([CH2:22][C:23]2[CH:28]=[CH:27][CH:26]=[CH:25][C:24]=2[S:29]([CH:32]2[CH2:33][CH2:34][NH:35][CH2:36][CH2:37]2)(=[O:31])=[O:30])[C:11]1=[O:45]. The catalyst class is: 269. (3) Reactant: C[O:2][C:3](=[O:28])[CH2:4][CH2:5][CH2:6][CH2:7][CH2:8][CH2:9][CH2:10][NH:11][C:12](=[O:27])[CH:13]=[C:14]1[C:26]2[CH:25]=[CH:24][CH:23]=[CH:22][C:21]=2[C:20]2[C:15]1=[CH:16][CH:17]=[CH:18][CH:19]=2.CO.[Li+].[OH-].Cl. Product: [CH:16]1[C:15]2[C:14](=[CH:13][C:12]([NH:11][CH2:10][CH2:9][CH2:8][CH2:7][CH2:6][CH2:5][CH2:4][C:3]([OH:28])=[O:2])=[O:27])[C:26]3[C:21](=[CH:22][CH:23]=[CH:24][CH:25]=3)[C:20]=2[CH:19]=[CH:18][CH:17]=1. The catalyst class is: 6. (4) Reactant: [Cl:1][C:2]1[CH:19]=[C:18]([O:20][CH2:21][CH2:22][CH2:23][CH2:24][CH3:25])[CH:17]=[CH:16][C:3]=1[CH2:4][N:5]1[C:9]2[CH:10]=[C:11]([OH:14])[CH:12]=[CH:13][C:8]=2[N:7]=[C:6]1[CH3:15].O1CCCC1.[H-].[Na+].Br[CH2:34][CH2:35][CH2:36][C:37]([O:39][CH2:40][CH3:41])=[O:38]. Product: [Cl:1][C:2]1[CH:19]=[C:18]([O:20][CH2:21][CH2:22][CH2:23][CH2:24][CH3:25])[CH:17]=[CH:16][C:3]=1[CH2:4][N:5]1[C:9]2[CH:10]=[C:11]([O:14][CH2:34][CH2:35][CH2:36][C:37]([O:39][CH2:40][CH3:41])=[O:38])[CH:12]=[CH:13][C:8]=2[N:7]=[C:6]1[CH3:15]. The catalyst class is: 9. (5) Reactant: O.O.Cl.[NH2:4][C:5]1[N:14]=[C:13]([NH2:15])[C:12]2[C:7](=[N:8][CH:9]=[C:10]([CH2:16][N:17]([CH3:27])[C:18]3[CH:26]=[CH:25][C:21]([C:22](O)=[O:23])=[CH:20][CH:19]=3)[N:11]=2)[N:6]=1.NC1N=C(N)C2C(=NC=C(CN(C3C=CC(C(O)=O)=CC=3)C)N=2)N=1.O.O.C(P(=O)(OCC)OCC)#N.CCN(C(C)C)C(C)C.C(O)(=O)C.[CH2:77]([O:79][C:80](=[O:96])[C@@H:81]([N:83]([CH2:93][CH2:94][NH2:95])[PH:84]([O:86][C:87]1[CH:92]=[CH:91][CH:90]=[CH:89][CH:88]=1)=[O:85])[CH3:82])[CH3:78]. Product: [CH2:77]([O:79][C:80](=[O:96])[CH:81]([N:83]([CH2:93][CH2:94][NH:95][C:22](=[O:23])[C:21]1[CH:20]=[CH:19][C:18]([N:17]([CH2:16][C:10]2[N:11]=[C:12]3[C:7](=[N:8][CH:9]=2)[N:6]=[C:5]([NH2:4])[N:14]=[C:13]3[NH2:15])[CH3:27])=[CH:26][CH:25]=1)[PH:84]([O:86][C:87]1[CH:92]=[CH:91][CH:90]=[CH:89][CH:88]=1)=[O:85])[CH3:82])[CH3:78]. The catalyst class is: 3.